Dataset: Forward reaction prediction with 1.9M reactions from USPTO patents (1976-2016). Task: Predict the product of the given reaction. (1) Given the reactants Br[C:2]1[CH:3]=[C:4]([O:15][C:16]2[CH:21]=[CH:20][CH:19]=[CH:18][CH:17]=2)[C:5]([NH:8][C:9]2[S:10][CH:11]=[C:12]([CH3:14])[N:13]=2)=[N:6][CH:7]=1.[N:22]1[CH:27]=[CH:26][CH:25]=[C:24](B(O)O)[CH:23]=1.C(=O)(O)[O-].[Na+], predict the reaction product. The product is: [CH3:14][C:12]1[N:13]=[C:9]([NH:8][C:5]2[C:4]([O:15][C:16]3[CH:21]=[CH:20][CH:19]=[CH:18][CH:17]=3)=[CH:3][C:2]([C:24]3[CH:23]=[N:22][CH:27]=[CH:26][CH:25]=3)=[CH:7][N:6]=2)[S:10][CH:11]=1. (2) Given the reactants [F:1][C:2]1[CH:7]=[CH:6][C:5]([C@@H:8]2[CH2:13][C:12](=[O:14])[CH:11]=[CH:10][NH:9]2)=[CH:4][CH:3]=1.[Li]CCCC.[Br:20][C:21]1[CH:22]=[C:23]2[C:27](=[CH:28][C:29]=1[N:30]=[C:31]=[O:32])[N:26]([S:33]([C:36]1[CH:41]=[CH:40][C:39]([CH3:42])=[CH:38][CH:37]=1)(=[O:35])=[O:34])[N:25]=[C:24]2[CH3:43], predict the reaction product. The product is: [Br:20][C:21]1[CH:22]=[C:23]2[C:27](=[CH:28][C:29]=1[NH:30][C:31]([N:9]1[CH:10]=[CH:11][C:12](=[O:14])[CH2:13][C@H:8]1[C:5]1[CH:6]=[CH:7][C:2]([F:1])=[CH:3][CH:4]=1)=[O:32])[N:26]([S:33]([C:36]1[CH:41]=[CH:40][C:39]([CH3:42])=[CH:38][CH:37]=1)(=[O:35])=[O:34])[N:25]=[C:24]2[CH3:43]. (3) Given the reactants [CH3:1][C:2]1[N:7]=[C:6]([Cl:8])[CH:5]=[CH:4][N:3]=1.[Br:9]N1C(=O)CCC1=O.C(OOC(=O)C1C=CC=CC=1)(=O)C1C=CC=CC=1, predict the reaction product. The product is: [Br:9][CH2:1][C:2]1[N:7]=[C:6]([Cl:8])[CH:5]=[CH:4][N:3]=1. (4) Given the reactants C(N1N=NC(CCNC([NH:13][C:14]2S[C:16]([C:20]3[CH:25]=[C:24]([CH3:26])[N:23]=[C:22](S(C)=O)[N:21]=3)=[C:17](C)[N:18]=2)=O)=N1)C.CN(C)C1N=C(C2SC(NC(NCCC3N=NN(CC)N=3)=[O:45])=NC=2C)C=C(C)N=1.CN(C)CCN(C)C1N=C(C2SC(NC(NCCC3N=NN(CC)N=3)=O)=NC=2C)C=C(C)N=1.CN(C)C(=O)CNC(NC1SC(C2C(S)=C(C)N=C(C)N=2)=C(C)N=1)=O.CS(C1N=C(C2SC(NC(=O)NCC(N(C)C)=O)=NC=2C)C=C(C)N=1)=O.CN(C)CCN(C)C1N=C(C2SC(NC(=O)NCC(N(C)C)=O)=NC=2C)C=C(C)N=1.CN(C)CCN(C)C1N=C(C2SC(NC(NCCC3OC(CC)=CN=3)=O)=NC=2C)C=CN=1.C(C1OC(CCNC(NC2SC(C3C=CN=C(NCCCN4C=CN=C4)N=3)=C(C)N=2)=O)=NC=1)C.C(N1C=C(CCNC(NC2SC(C3C=CN=C(S(C)=O)N=3)=C(C)N=2)=O)N=C1)C, predict the reaction product. The product is: [CH2:24]([N:23]1[CH:25]=[C:20]([CH2:16][CH2:17][NH:18][C:14](=[O:45])[NH2:13])[N:21]=[CH:22]1)[CH3:26]. (5) Given the reactants C([O:8][N:9]1[C:14]2[N:15]=[CH:16][N:17]=[CH:18][C:13]=2[C:12]([NH:19][CH2:20][C:21]2[CH:36]=[CH:35][C:24]([C:25]([O:27]CC3C=CC=CC=3)=[O:26])=[CH:23][CH:22]=2)=[CH:11][C:10]1=[O:37])C1C=CC=CC=1.CO.[H][H], predict the reaction product. The product is: [OH:8][N:9]1[C:14]2[N:15]=[CH:16][N:17]=[CH:18][C:13]=2[C:12]([NH:19][CH2:20][C:21]2[CH:36]=[CH:35][C:24]([C:25]([OH:27])=[O:26])=[CH:23][CH:22]=2)=[CH:11][C:10]1=[O:37]. (6) The product is: [CH3:11][C:9]1[CH:10]=[C:6]2[N:5]=[C:4]([NH:12][C:13]([C@@H:15]3[CH2:17][C@H:16]3[C:18]3[CH:23]=[CH:22][CH:21]=[CH:20][CH:19]=3)=[O:14])[CH:3]=[C:2]([N:25]3[CH2:30][CH2:29][CH:28]([NH:31][C:32]([NH2:34])=[O:33])[CH2:27][CH2:26]3)[N:7]2[N:8]=1. Given the reactants Cl[C:2]1[N:7]2[N:8]=[C:9]([CH3:11])[CH:10]=[C:6]2[N:5]=[C:4]([NH:12][C:13]([C@@H:15]2[CH2:17][C@H:16]2[C:18]2[CH:23]=[CH:22][CH:21]=[CH:20][CH:19]=2)=[O:14])[CH:3]=1.Cl.[NH:25]1[CH2:30][CH2:29][CH:28]([NH:31][C:32]([NH2:34])=[O:33])[CH2:27][CH2:26]1, predict the reaction product. (7) Given the reactants [CH:1]([Si:4](Cl)([CH:8]([CH3:10])[CH3:9])[CH:5]([CH3:7])[CH3:6])([CH3:3])[CH3:2].[Br:12][C:13]1[CH:14]=[CH:15][C:16]([Cl:20])=[C:17]([OH:19])[CH:18]=1.C(N(CC)CC)C, predict the reaction product. The product is: [Br:12][C:13]1[CH:14]=[CH:15][C:16]([Cl:20])=[C:17]([O:19][Si:4]([CH:8]([CH3:10])[CH3:9])([CH:5]([CH3:7])[CH3:6])[CH:1]([CH3:3])[CH3:2])[CH:18]=1.